The task is: Regression. Given two drug SMILES strings and cell line genomic features, predict the synergy score measuring deviation from expected non-interaction effect.. This data is from NCI-60 drug combinations with 297,098 pairs across 59 cell lines. (1) Drug 1: C1CN1P(=S)(N2CC2)N3CC3. Drug 2: CCCCC(=O)OCC(=O)C1(CC(C2=C(C1)C(=C3C(=C2O)C(=O)C4=C(C3=O)C=CC=C4OC)O)OC5CC(C(C(O5)C)O)NC(=O)C(F)(F)F)O. Cell line: OVCAR-5. Synergy scores: CSS=30.0, Synergy_ZIP=-2.72, Synergy_Bliss=-3.85, Synergy_Loewe=-17.7, Synergy_HSA=-1.46. (2) Drug 1: CCCCCOC(=O)NC1=NC(=O)N(C=C1F)C2C(C(C(O2)C)O)O. Drug 2: C1=CC=C(C(=C1)C(C2=CC=C(C=C2)Cl)C(Cl)Cl)Cl. Cell line: HOP-62. Synergy scores: CSS=3.91, Synergy_ZIP=5.44, Synergy_Bliss=7.83, Synergy_Loewe=6.03, Synergy_HSA=3.80. (3) Drug 1: C1=CC(=CC=C1CCCC(=O)O)N(CCCl)CCCl. Drug 2: CCC1(C2=C(COC1=O)C(=O)N3CC4=CC5=C(C=CC(=C5CN(C)C)O)N=C4C3=C2)O.Cl. Cell line: HOP-92. Synergy scores: CSS=33.5, Synergy_ZIP=-14.1, Synergy_Bliss=-10.1, Synergy_Loewe=-5.38, Synergy_HSA=-4.23.